From a dataset of Forward reaction prediction with 1.9M reactions from USPTO patents (1976-2016). Predict the product of the given reaction. Given the reactants [C:1]([SiH2:5][O:6][C:7]([CH3:18])([CH3:17])[C:8]1[N:13]=[C:12]([C@@H:14]([NH2:16])[CH3:15])[CH:11]=[CH:10][CH:9]=1)([CH3:4])([CH3:3])[CH3:2].[Br:19][C:20]1[CH:21]=[C:22]([CH2:26][CH:27]=O)[CH:23]=[CH:24][CH:25]=1.[BH-](OC(C)=O)(OC(C)=O)OC(C)=O.[Na+], predict the reaction product. The product is: [Br:19][C:20]1[CH:21]=[C:22]([CH2:26][CH2:27][NH:16][C@H:14]([C:12]2[CH:11]=[CH:10][CH:9]=[C:8]([C:7]([CH3:17])([CH3:18])[O:6][SiH2:5][C:1]([CH3:4])([CH3:2])[CH3:3])[N:13]=2)[CH3:15])[CH:23]=[CH:24][CH:25]=1.